Task: Predict the reactants needed to synthesize the given product.. Dataset: Full USPTO retrosynthesis dataset with 1.9M reactions from patents (1976-2016) The reactants are: Cl[C:2]1[N:3]=[CH:4][C:5]2[C:6]3[N:20]([CH:21]4[CH2:26][CH2:25][CH2:24][CH2:23][O:22]4)[N:19]=[CH:18][C:7]=3[C:8](=[O:17])[N:9]([CH2:12][C:13]([F:16])([F:15])[F:14])[C:10]=2[CH:11]=1.[Cl:27][C:28]1[C:33](B(O)O)=[CH:32][CH:31]=[CH:30][N:29]=1.C(=O)([O-])[O-].[K+].[K+].O1CCOCC1. Given the product [Cl:27][C:28]1[C:33]([C:2]2[N:3]=[CH:4][C:5]3[C:6]4[N:20]([CH:21]5[CH2:26][CH2:25][CH2:24][CH2:23][O:22]5)[N:19]=[CH:18][C:7]=4[C:8](=[O:17])[N:9]([CH2:12][C:13]([F:14])([F:16])[F:15])[C:10]=3[CH:11]=2)=[CH:32][CH:31]=[CH:30][N:29]=1, predict the reactants needed to synthesize it.